This data is from Forward reaction prediction with 1.9M reactions from USPTO patents (1976-2016). The task is: Predict the product of the given reaction. Given the reactants [N+:1]([C:4]1[CH:5]=[C:6]([O:13][CH:14]2[CH:19]3[CH2:20][CH2:21][N:16]([CH2:17][CH2:18]3)[CH2:15]2)[C:7]2[O:11][CH:10]=[CH:9][C:8]=2[CH:12]=1)([O-])=O.C1COCC1.NN, predict the reaction product. The product is: [N:16]12[CH2:21][CH2:20][CH:19]([CH2:18][CH2:17]1)[CH:14]([O:13][C:6]1[C:7]3[O:11][CH:10]=[CH:9][C:8]=3[CH:12]=[C:4]([NH2:1])[CH:5]=1)[CH2:15]2.